From a dataset of Reaction yield outcomes from USPTO patents with 853,638 reactions. Predict the reaction yield, written as a fraction of the theoretical maximum amount of product (1.0 means a 100% yield; for example, 0.34 means a 34% yield). (1) The reactants are [C:1]([CH:5]1[CH2:10][CH2:9][CH:8]([O:11][C:12]2[C:13]([C:29]([F:32])([F:31])[F:30])=[C:14]3[C:19](=[CH:20][CH:21]=2)[N:18]=[C:17]([C@:22]2([CH3:28])[CH2:26][O:25]C(=O)[NH:23]2)[N:16]=[CH:15]3)[CH2:7][CH2:6]1)([CH3:4])([CH3:3])[CH3:2].C(O)C.[OH-].[Li+].O. No catalyst specified. The product is [NH2:23][C@@:22]([C:17]1[N:16]=[CH:15][C:14]2[C:19](=[CH:20][CH:21]=[C:12]([O:11][C@H:8]3[CH2:7][CH2:6][C@H:5]([C:1]([CH3:4])([CH3:3])[CH3:2])[CH2:10][CH2:9]3)[C:13]=2[C:29]([F:32])([F:30])[F:31])[N:18]=1)([CH3:28])[CH2:26][OH:25]. The yield is 0.900. (2) The reactants are [CH3:1][O:2][C:3]1[CH:4]=[C:5]([NH2:15])[CH:6]=[CH:7][C:8]=1[N:9]1[CH:13]=[C:12]([CH3:14])[N:11]=[CH:10]1.Cl[C:17]1[N:22]=[C:21]([O:23][CH3:24])[N:20]=[C:19]([CH3:25])[N:18]=1. No catalyst specified. The product is [CH3:1][O:2][C:3]1[CH:4]=[C:5]([NH:15][C:17]2[N:22]=[C:21]([O:23][CH3:24])[N:20]=[C:19]([CH3:25])[N:18]=2)[CH:6]=[CH:7][C:8]=1[N:9]1[CH:13]=[C:12]([CH3:14])[N:11]=[CH:10]1. The yield is 0.320. (3) The reactants are [NH2:1][C:2]1[C:7]([NH:8][C:9]2[CH:14]=[CH:13][C:12]([I:15])=[CH:11][C:10]=2[F:16])=[C:6]([CH3:17])[C:5](=[O:18])[N:4]2[CH2:19][CH2:20][O:21][C:3]=12.[CH:22]1([S:26](Cl)(=[O:28])=[O:27])[CH2:25][CH2:24][CH2:23]1. The catalyst is N1C=CC=CC=1. The product is [F:16][C:10]1[CH:11]=[C:12]([I:15])[CH:13]=[CH:14][C:9]=1[NH:8][C:7]1[C:2]([NH:1][S:26]([CH:22]2[CH2:25][CH2:24][CH2:23]2)(=[O:28])=[O:27])=[C:3]2[O:21][CH2:20][CH2:19][N:4]2[C:5](=[O:18])[C:6]=1[CH3:17]. The yield is 0.0500. (4) The reactants are C([N:8]1[CH2:13][CH2:12][C:11]2([C:21]3[C:16](=[CH:17][CH:18]=[CH:19][C:20]=3[CH2:22][N:23]([CH:31]3[CH2:35][CH2:34][CH2:33][CH2:32]3)[C:24](=[O:30])[O:25][C:26]([CH3:29])([CH3:28])[CH3:27])[N:15]([C:36]3[C:37]4[CH:44]([CH:45]([CH3:47])[CH3:46])[CH2:43][CH2:42][C:38]=4[N:39]=[CH:40][N:41]=3)[CH2:14]2)[CH2:10][CH2:9]1)C1C=CC=CC=1.C([O-])=O.[NH4+]. The catalyst is CO.[Pd]. The product is [CH:31]1([N:23]([CH2:22][C:20]2[CH:19]=[CH:18][CH:17]=[C:16]3[N:15]([C:36]4[C:37]5[CH:44]([CH:45]([CH3:47])[CH3:46])[CH2:43][CH2:42][C:38]=5[N:39]=[CH:40][N:41]=4)[CH2:14][C:11]4([CH2:12][CH2:13][NH:8][CH2:9][CH2:10]4)[C:21]=23)[C:24](=[O:30])[O:25][C:26]([CH3:27])([CH3:29])[CH3:28])[CH2:35][CH2:34][CH2:33][CH2:32]1. The yield is 0.810. (5) The yield is 0.740. No catalyst specified. The product is [CH2:1]([N:4]([CH:31]1[CH2:32][CH2:33][C:34]2[N:9]=[CH:10][S:11][C:35]=2[CH2:36]1)[C:19](=[O:20])[C:18]1[CH:22]=[CH:23][C:15]([CH2:14][N:4]([CH2:1][CH2:2][CH3:3])[CH:5]2[CH2:13][CH2:12][C:8]3[N:9]=[CH:10][S:11][C:7]=3[CH2:6]2)=[CH:16][CH:17]=1)[CH2:2][CH3:3]. The reactants are [CH2:1]([N:4]([CH2:14][C:15]1[CH:23]=[CH:22][C:18]([C:19](Cl)=[O:20])=[CH:17][CH:16]=1)[CH:5]1[CH2:13][CH2:12][C:8]2[N:9]=[CH:10][S:11][C:7]=2[CH2:6]1)[CH2:2][CH3:3].OCCCCNC(=O)[C:31]1[CH:36]=[CH:35][CH:34]=[CH:33][CH:32]=1.